From a dataset of Reaction yield outcomes from USPTO patents with 853,638 reactions. Predict the reaction yield, written as a fraction of the theoretical maximum amount of product (1.0 means a 100% yield; for example, 0.34 means a 34% yield). (1) The reactants are [CH3:1][O:2][C:3](=[O:14])[C:4]1[CH:9]=[CH:8][C:7]([OH:10])=[CH:6][C:5]=1[N+:11]([O-])=O.C([O-])=O.[NH4+]. The catalyst is CO.[Pd]. The product is [CH3:1][O:2][C:3](=[O:14])[C:4]1[CH:9]=[CH:8][C:7]([OH:10])=[CH:6][C:5]=1[NH2:11]. The yield is 0.960. (2) The reactants are [CH3:1][C:2]1[CH:3]=[CH:4][CH:5]=[CH:6][C:7]=1[CH3:8].ClCCCl.[N+:13]([O-:16])([OH:15])=[O:14]. The catalyst is O. The product is [N+:13]([C:3]1[CH:4]=[CH:5][CH:6]=[C:7]([CH3:8])[C:2]=1[CH3:1])([O-:15])=[O:14].[N+:13]([C:4]1[CH:3]=[C:2]([CH3:1])[C:7]([CH3:8])=[CH:6][CH:5]=1)([O-:16])=[O:14]. The yield is 0.473. (3) The product is [CH3:1][C:2]1[CH2:7][CH2:6][CH2:5][C:4]([CH3:8])([CH3:9])[C:3]=1/[CH:10]=[CH:11]/[C:12](/[CH3:22])=[CH:13]/[CH:14]=[CH:15]/[C:16](/[CH3:21])=[CH:17]/[C:18]([NH:37][C:38]1[CH:39]=[CH:40][C:41]([OH:44])=[CH:42][CH:43]=1)=[O:20]. The yield is 0.930. The catalyst is N1C=CC=CC=1.O.C(OCC)(=O)C. The reactants are [CH3:1][C:2]1[CH2:7][CH2:6][CH2:5][C:4]([CH3:9])([CH3:8])[C:3]=1/[CH:10]=[CH:11]/[C:12](/[CH3:22])=[CH:13]/[CH:14]=[CH:15]/[C:16](/[CH3:21])=[CH:17]/[C:18]([OH:20])=O.C(N(CC)CC)C.CC(C)(C)C(Cl)=O.[NH2:37][C:38]1[CH:43]=[CH:42][C:41]([OH:44])=[CH:40][CH:39]=1. (4) The reactants are [Cl:1][C:2]1[N:11]=[CH:10][C:9]2[N:8]([C:12]3[CH:13]=[C:14]([CH:17]=[CH:18][CH:19]=3)[C:15]#[N:16])[C:7](=[O:20])[C@@H:6]([CH3:21])[NH:5][C:4]=2[N:3]=1.[CH:22]1([CH2:26]Br)[CH2:25][CH2:24][CH2:23]1.[H-].[Na+]. The catalyst is CN(C=O)C.O. The product is [Cl:1][C:2]1[N:11]=[CH:10][C:9]2[N:8]([C:12]3[CH:13]=[C:14]([CH:17]=[CH:18][CH:19]=3)[C:15]#[N:16])[C:7](=[O:20])[C@@H:6]([CH3:21])[N:5]([CH2:26][CH:22]3[CH2:25][CH2:24][CH2:23]3)[C:4]=2[N:3]=1. The yield is 0.410. (5) The reactants are C(N(CC)CC)C.Br.[OH:9][C:10]1[CH:15]=[CH:14][C:13]([CH2:16][CH2:17][CH2:18][NH2:19])=[CH:12][CH:11]=1.I.[NH2:21][C:22]1[C:23]([C:30]([NH:32][C:33](=[NH:36])SC)=[O:31])=[N:24][C:25]([Cl:29])=[C:26]([NH2:28])[N:27]=1.C(OCC)(=O)C. The catalyst is C1COCC1.CO. The product is [ClH:29].[OH:9][C:10]1[CH:11]=[CH:12][C:13]([CH2:16][CH2:17][CH2:18][NH:19][C:33]([NH:32][C:30]([C:23]2[C:22]([NH2:21])=[N:27][C:26]([NH2:28])=[C:25]([Cl:29])[N:24]=2)=[O:31])=[NH:36])=[CH:14][CH:15]=1. The yield is 0.310. (6) The product is [NH:22]1[C:23]2[C:28](=[CH:27][CH:26]=[CH:25][CH:24]=2)[C:20](/[CH:19]=[CH:18]/[C:13]2[CH:14]=[CH:15][CH:16]=[CH:17][C:12]=2[NH:11][C:9]2[S:10][C:6]([C:4]([OH:5])=[O:3])=[CH:7][N:8]=2)=[N:21]1. The reactants are C([O:3][C:4]([C:6]1[S:10][C:9]([NH:11][C:12]2[CH:17]=[CH:16][CH:15]=[CH:14][C:13]=2/[CH:18]=[CH:19]/[C:20]2[C:28]3[C:23](=[CH:24][CH:25]=[CH:26][CH:27]=3)[NH:22][N:21]=2)=[N:8][CH:7]=1)=[O:5])C.[OH-].[Na+].O. The catalyst is CO. The yield is 0.720. (7) The reactants are C([O:5][C:6]([C@H:8]1[CH2:11][C@@H:10]([C:12]([O:14][C@H:15]2[CH2:32][CH2:31][C@@:30]3([CH3:33])[C@@H:17]([CH2:18][CH2:19][C@:20]4([CH3:44])[C@@H:29]3[CH2:28][CH2:27][C@H:26]3[C@@:21]4([CH3:43])[CH2:22][CH2:23][C@@:24]4([C:40]([OH:42])=[O:41])[CH2:36][CH2:35][C@@H:34]([C:37]([CH3:39])=[CH2:38])[C@@H:25]43)[C:16]2([CH3:46])[CH3:45])=[O:13])[C:9]1([CH3:48])[CH3:47])=[O:7])(C)(C)C. The catalyst is Cl.O1CCOCC1.CCOC(C)=O. The product is [C:6]([C@H:8]1[CH2:11][C@@H:10]([C:12]([O:14][C@H:15]2[CH2:32][CH2:31][C@@:30]3([CH3:33])[C@@H:17]([CH2:18][CH2:19][C@:20]4([CH3:44])[C@@H:29]3[CH2:28][CH2:27][C@H:26]3[C@@:21]4([CH3:43])[CH2:22][CH2:23][C@@:24]4([C:40]([OH:42])=[O:41])[CH2:36][CH2:35][C@@H:34]([C:37]([CH3:39])=[CH2:38])[C@@H:25]43)[C:16]2([CH3:46])[CH3:45])=[O:13])[C:9]1([CH3:48])[CH3:47])([OH:7])=[O:5]. The yield is 0.590. (8) The reactants are CN(C(ON1N=NC2C=CC=NC1=2)=[N+](C)C)C.F[P-](F)(F)(F)(F)F.[F:25][C:26]1[CH:27]=[C:28]([NH:37][C:38]([C@@H:40]2[NH:49][CH2:48][CH2:47][C:46]3[N:45]=[C:44]([O:50][CH3:51])[CH:43]=[CH:42][C:41]2=3)=[O:39])[CH:29]=[C:30]2[C:34]=1[C:33]([CH3:36])([CH3:35])[CH2:32][CH2:31]2.CCN(C(C)C)C(C)C.[C@H:61]1([C:68](O)=[O:69])[CH2:64][C@H:63]([C:65]([OH:67])=[O:66])[CH2:62]1. The catalyst is CN(C=O)C.O.C(#N)C.O. The product is [F:25][C:26]1[CH:27]=[C:28]([NH:37][C:38]([C@@H:40]2[N:49]([C:68]([C@H:61]3[CH2:64][C@H:63]([C:65]([OH:67])=[O:66])[CH2:62]3)=[O:69])[CH2:48][CH2:47][C:46]3[N:45]=[C:44]([O:50][CH3:51])[CH:43]=[CH:42][C:41]2=3)=[O:39])[CH:29]=[C:30]2[C:34]=1[C:33]([CH3:35])([CH3:36])[CH2:32][CH2:31]2. The yield is 0.179. (9) The reactants are Cl[C:2]1[N:9]=[C:8]([C:10]([F:13])([F:12])[F:11])[CH:7]=[CH:6][C:3]=1[C:4]#[N:5].[CH3:14][O:15][C:16]1[CH:21]=[CH:20][CH:19]=[CH:18][C:17]=1B(O)O. No catalyst specified. The product is [CH3:14][O:15][C:16]1[CH:21]=[CH:20][CH:19]=[CH:18][C:17]=1[C:2]1[N:9]=[C:8]([C:10]([F:13])([F:12])[F:11])[CH:7]=[CH:6][C:3]=1[C:4]#[N:5]. The yield is 0.910. (10) The reactants are [C:1]([O:5][C:6]([N:8]1[CH2:14][CH2:13][CH2:12][N:11]([C:15]2[S:16][C:17]([C:20](=[O:28])[C:21]3[CH:26]=[CH:25][CH:24]=[N:23][C:22]=3F)=[CH:18][N:19]=2)[CH2:10][CH2:9]1)=[O:7])([CH3:4])([CH3:3])[CH3:2].[OH-].[NH4+:30]. No catalyst specified. The product is [C:1]([O:5][C:6]([N:8]1[CH2:14][CH2:13][CH2:12][N:11]([C:15]2[S:16][C:17]([C:20](=[O:28])[C:21]3[CH:26]=[CH:25][CH:24]=[N:23][C:22]=3[NH2:30])=[CH:18][N:19]=2)[CH2:10][CH2:9]1)=[O:7])([CH3:4])([CH3:3])[CH3:2]. The yield is 1.00.